This data is from CYP2C9 inhibition data for predicting drug metabolism from PubChem BioAssay. The task is: Regression/Classification. Given a drug SMILES string, predict its absorption, distribution, metabolism, or excretion properties. Task type varies by dataset: regression for continuous measurements (e.g., permeability, clearance, half-life) or binary classification for categorical outcomes (e.g., BBB penetration, CYP inhibition). Dataset: cyp2c9_veith. (1) The result is 1 (inhibitor). The compound is O=[N+]([O-])c1ccc2c(N=Nc3ccc4ccccc4c3O)c(O)cc(S(=O)(=O)O)c2c1. (2) The molecule is COc1ccc(-n2c(=O)[nH]cc(C(=O)Nc3ccc4c(c3)OCCO4)c2=O)cc1. The result is 1 (inhibitor). (3) The molecule is CCOC(=O)C1(C(=O)O)NC(=O)CC1c1ccccc1. The result is 0 (non-inhibitor). (4) The drug is Cc1ccc(/C(O)=C2/C(=O)C(=O)N(CCCn3ccnc3)C2c2ccccn2)cc1. The result is 1 (inhibitor). (5) The molecule is CC(C)(CO)Cc1cc(C(C)(C)C)c(O)c(C(C)(C)C)c1. The result is 0 (non-inhibitor). (6) The molecule is CCOC(=O)c1c(C)[nH]c2c1cc(O)c1ccccc12. The result is 1 (inhibitor). (7) The drug is CNc1nc(-c2ccccc2CN(C)C)nc2ccccc12. The result is 0 (non-inhibitor). (8) The compound is CC1CCC(=C(C#N)C(=O)Nc2cccc(Cl)c2)CC1. The result is 1 (inhibitor). (9) The drug is Cc1ccc(C(=O)c2ccccc2C(=O)O)s1. The result is 0 (non-inhibitor). (10) The compound is Nc1n[nH]c(-c2ccc(Br)cc2)c1Cl. The result is 1 (inhibitor).